From a dataset of Reaction yield outcomes from USPTO patents with 853,638 reactions. Predict the reaction yield, written as a fraction of the theoretical maximum amount of product (1.0 means a 100% yield; for example, 0.34 means a 34% yield). (1) The reactants are [Br:1][C:2]1[C:3]([CH3:12])=[C:4]([N+:9]([O-:11])=[O:10])[C:5]([OH:8])=[N:6][CH:7]=1.[H-].[Na+].[CH3:15]I. The catalyst is CN(C)C=O. The product is [Br:1][C:2]1[C:3]([CH3:12])=[C:4]([N+:9]([O-:11])=[O:10])[C:5](=[O:8])[N:6]([CH3:15])[CH:7]=1. The yield is 0.930. (2) The reactants are C(OC(=O)[CH2:5][N:6]1[CH:10]=[C:9]([C:11]2[CH:16]=[CH:15][CH:14]=[CH:13][C:12]=2[O:17][CH3:18])[N:8]=[C:7]1[C@@H:19]([NH:24][C:25]([O:27]CC1C=CC=CC=1)=O)[CH2:20][CH2:21][CH2:22][CH3:23])C. The catalyst is CC(O)=O.[Pd]. The product is [CH2:20]([C:19]1[C:7]2[N:6]([CH:10]=[C:9]([C:11]3[CH:16]=[CH:15][CH:14]=[CH:13][C:12]=3[O:17][CH3:18])[N:8]=2)[CH2:5][C:25](=[O:27])[N:24]=1)[CH2:21][CH2:22][CH3:23]. The yield is 0.870. (3) The reactants are [Br:1][C:2]1[CH:3]=[C:4]2[C:11]3([C:15](=[O:16])[N:14]=[C:13](OCC)[NH:12]3)[CH2:10][C:9]([CH3:21])([CH3:20])[O:8][C:5]2=[CH:6][CH:7]=1.[NH3:22].O. The catalyst is CCO. The product is [NH2:22][C:13]1[NH:12][C:11]2([C:4]3[C:5](=[CH:6][CH:7]=[C:2]([Br:1])[CH:3]=3)[O:8][C:9]([CH3:20])([CH3:21])[CH2:10]2)[C:15](=[O:16])[N:14]=1. The yield is 0.300. (4) The reactants are [NH2:1][C:2]([CH3:25])([CH3:24])[C@H:3]([NH:8][C:9](=[O:23])[C:10]1[CH:15]=[CH:14][C:13]([C:16]#[C:17][C:18]#[C:19][CH2:20][CH2:21][OH:22])=[CH:12][CH:11]=1)[C:4]([NH:6][OH:7])=[O:5].CCN(C(C)C)C(C)C.[CH3:35][C:36]1[O:40][N:39]=[C:38]([CH:41]=O)[CH:37]=1.[BH3-]C#N.[Na+].C(O)(=O)C.C(O)(C(F)(F)F)=O. The product is [OH:7][NH:6][C:4](=[O:5])[C@@H:3]([NH:8][C:9](=[O:23])[C:10]1[CH:15]=[CH:14][C:13]([C:16]#[C:17][C:18]#[C:19][CH2:20][CH2:21][OH:22])=[CH:12][CH:11]=1)[C:2]([CH3:25])([NH:1][CH2:41][C:38]1[CH:37]=[C:36]([CH3:35])[O:40][N:39]=1)[CH3:24]. The yield is 0.146. The catalyst is CN(C=O)C.CO. (5) The reactants are CO.[Li+].[BH4-].C([O:7][C:8](=O)[C:9]([CH3:36])([C:30]1[CH:35]=[CH:34][CH:33]=[CH:32][CH:31]=1)[CH2:10][CH2:11][CH2:12][S:13][CH2:14][CH2:15][CH2:16][C:17]([C:25](OCC)=[O:26])([C:19]1[CH:24]=[CH:23][CH:22]=[CH:21][CH:20]=1)[CH3:18])C.Cl.[Cl-].[NH4+]. The catalyst is ClCCl. The product is [OH:7][CH2:8][C:9]([CH3:36])([C:30]1[CH:35]=[CH:34][CH:33]=[CH:32][CH:31]=1)[CH2:10][CH2:11][CH2:12][S:13][CH2:14][CH2:15][CH2:16][C:17]([CH3:18])([C:19]1[CH:24]=[CH:23][CH:22]=[CH:21][CH:20]=1)[CH2:25][OH:26]. The yield is 0.410. (6) The product is [OH:25][CH:20]1[CH2:21][CH2:22][CH2:23][CH2:24][CH:19]1[NH:18][C:8](=[O:9])[O:10][CH2:11][C:12]1[CH:13]=[CH:14][CH:15]=[CH:16][CH:17]=1. The reactants are O=C1CCC(=O)C1[C:8]([O:10][CH2:11][C:12]1[CH:17]=[CH:16][CH:15]=[CH:14][CH:13]=1)=[O:9].[NH2:18][CH:19]1[CH2:24][CH2:23][CH2:22][CH2:21][CH:20]1[OH:25]. The yield is 0.830. The catalyst is CO. (7) The reactants are [N+:1]([O-:4])(O)=[O:2].[OH:5][C:6]1[CH:13]=[CH:12][C:9]([C:10]#[N:11])=[CH:8][CH:7]=1. The catalyst is C(O)(=O)C. The product is [OH:5][C:6]1[CH:13]=[CH:12][C:9]([C:10]#[N:11])=[CH:8][C:7]=1[N+:1]([O-:4])=[O:2]. The yield is 0.790. (8) The reactants are [F:1][C:2]1[CH:3]=[CH:4][CH:5]=[C:6]2[C:11]=1[NH:10][C:9](=[O:12])[C:8]([CH:13]=O)=[CH:7]2.[Cl:15][C:16]1[CH:17]=[C:18]([CH:20]=[CH:21][CH:22]=1)[NH2:19].C(O[BH-](OC(=O)C)OC(=O)C)(=O)C.[Na+]. The catalyst is CO. The product is [Cl:15][C:16]1[CH:17]=[C:18]([NH:19][CH2:13][C:8]2[C:9](=[O:12])[NH:10][C:11]3[C:6]([CH:7]=2)=[CH:5][CH:4]=[CH:3][C:2]=3[F:1])[CH:20]=[CH:21][CH:22]=1. The yield is 0.600. (9) The reactants are [CH:1]([Mg]Br)=[CH2:2].[CH3:5][O:6][C:7](=[O:40])[CH2:8][CH2:9][CH2:10]/[CH:11]=[CH:12]\[CH2:13][C@H:14]1[C:18](=[O:19])[CH:17]=[CH:16][C@@H:15]1/[CH:20]=[CH:21]/[C@@H:22]([O:32][Si:33]([C:36]([CH3:39])([CH3:38])[CH3:37])([CH3:35])[CH3:34])[CH2:23][CH2:24][C:25]1[S:26][C:27]([CH3:31])=[C:28]([Br:30])[CH:29]=1. The catalyst is C1COCC1.[Cu]I. The product is [CH3:5][O:6][C:7](=[O:40])[CH2:8][CH2:9][CH2:10]/[CH:11]=[CH:12]\[CH2:13][C@H:14]1[C:18](=[O:19])[CH2:17][CH:16]([CH:1]=[CH2:2])[C@@H:15]1/[CH:20]=[CH:21]/[C@@H:22]([O:32][Si:33]([C:36]([CH3:37])([CH3:39])[CH3:38])([CH3:34])[CH3:35])[CH2:23][CH2:24][C:25]1[S:26][C:27]([CH3:31])=[C:28]([Br:30])[CH:29]=1. The yield is 0.790.